This data is from Reaction yield outcomes from USPTO patents with 853,638 reactions. The task is: Predict the reaction yield, written as a fraction of the theoretical maximum amount of product (1.0 means a 100% yield; for example, 0.34 means a 34% yield). (1) The reactants are Cl[CH2:2][C:3]([CH3:6])([OH:5])[CH3:4].[OH:7][C:8]1[CH:15]=[CH:14][C:11]([C:12]#[N:13])=[CH:10][CH:9]=1.C(=O)([O-])[O-].[K+].[K+].O. The catalyst is C(O)C. The product is [OH:5][C:3]([CH3:6])([CH3:4])[CH2:2][O:7][C:8]1[CH:15]=[CH:14][C:11]([C:12]#[N:13])=[CH:10][CH:9]=1. The yield is 0.940. (2) The reactants are Br[C:2]1[C:10]2[C:5](=[CH:6][CH:7]=[C:8]([C:11]#[N:12])[CH:9]=2)[N:4]([CH:13]2[CH2:18][CH2:17][CH2:16][CH2:15][O:14]2)[N:3]=1.[CH3:19][O:20][C:21]1[CH:26]=[CH:25][CH:24]=[CH:23][C:22]=1B(O)O.ClCCl.P([O-])([O-])([O-])=O.[K+].[K+].[K+]. The catalyst is COCCOC.C1(P(C2C=CC=CC=2)[C-]2C=CC=C2)C=CC=CC=1.[C-]1(P(C2C=CC=CC=2)C2C=CC=CC=2)C=CC=C1.[Fe+2]. The product is [CH3:19][O:20][C:21]1[CH:26]=[CH:25][CH:24]=[CH:23][C:22]=1[C:2]1[C:10]2[C:5](=[CH:6][CH:7]=[C:8]([C:11]#[N:12])[CH:9]=2)[N:4]([CH:13]2[CH2:18][CH2:17][CH2:16][CH2:15][O:14]2)[N:3]=1. The yield is 0.825. (3) The reactants are Br[C:2]1[C:12]([O:13][C:14]([F:17])([F:16])[F:15])=[CH:11][C:5]([C:6]([O:8][CH2:9][CH3:10])=[O:7])=[C:4]([N+:18]([O-:20])=[O:19])[CH:3]=1.[C:21]([O:25][C:26]([NH:28][C@@H:29]1[CH2:33][CH2:32][N:31]([CH2:34][B-](F)(F)F)[CH2:30]1)=[O:27])([CH3:24])([CH3:23])[CH3:22].[K+].C(=O)([O-])[O-].[K+].[K+].C(OCC)(=O)C. The catalyst is C1(C)C=CC=CC=1.O.C([O-])(=O)C.[Pd+2].C([O-])(=O)C. The product is [CH3:24][C:21]([O:25][C:26]([NH:28][C@@H:29]1[CH2:33][CH2:32][N:31]([CH2:34][C:2]2[C:12]([O:13][C:14]([F:17])([F:16])[F:15])=[CH:11][C:5]([C:6]([O:8][CH2:9][CH3:10])=[O:7])=[C:4]([N+:18]([O-:20])=[O:19])[CH:3]=2)[CH2:30]1)=[O:27])([CH3:22])[CH3:23]. The yield is 0.850. (4) The reactants are Br[C:2]1[CH:7]=[CH:6][CH:5]=[C:4]([Br:8])[N:3]=1.[Li]CCCC.CN(C)[C:16](=[O:18])[CH3:17].[NH4+].[Cl-]. The catalyst is C1CCCCC1.CCOCC. The product is [C:16]([C:2]1[CH:7]=[CH:6][CH:5]=[C:4]([Br:8])[N:3]=1)(=[O:18])[CH3:17]. The yield is 0.710. (5) The reactants are [C:1]1([OH:11])[C:10]2[C:5](=[CH:6][CH:7]=[CH:8][CH:9]=2)[CH:4]=[CH:3][CH:2]=1.[CH2:12]([O:14][C:15](=[O:19])[C:16]#[C:17][CH3:18])[CH3:13].N12CCCN=C1CCCCC2. The catalyst is O1CCCC1. The product is [CH2:12]([O:14][C:15](=[O:19])[CH:16]=[C:17]([O:11][C:1]1[C:10]2[C:5](=[CH:6][CH:7]=[CH:8][CH:9]=2)[CH:4]=[CH:3][CH:2]=1)[CH3:18])[CH3:13]. The yield is 0.500. (6) The reactants are [C:1]([C:3]1([OH:13])[CH2:12][CH2:11][C:6]2([O:10][CH2:9][CH2:8][O:7]2)[CH2:5][CH2:4]1)#[CH:2].C([Li])CCC.[C:19]1([CH3:27])[CH:24]=[CH:23][C:22]([CH:25]=[O:26])=[CH:21][CH:20]=1.[Cl-].[NH4+]. The catalyst is O1CCCC1. The product is [OH:26][CH:25]([C:22]1[CH:23]=[CH:24][C:19]([CH3:27])=[CH:20][CH:21]=1)[C:2]#[C:1][C:3]1([OH:13])[CH2:12][CH2:11][C:6]2([O:7][CH2:8][CH2:9][O:10]2)[CH2:5][CH2:4]1. The yield is 0.710. (7) The reactants are C[Si]([N-][Si](C)(C)C)(C)C.[Na+].[F:11][C:12]1[CH:17]=[C:16]([CH3:18])[CH:15]=[CH:14][N:13]=1.[C:19](OCC)(=[O:26])[C:20]1[CH:25]=[CH:24][CH:23]=[CH:22][CH:21]=1.Cl.[OH-].[Na+]. The catalyst is C1COCC1. The product is [F:11][C:12]1[CH:17]=[C:16]([CH2:18][C:19]([C:20]2[CH:25]=[CH:24][CH:23]=[CH:22][CH:21]=2)=[O:26])[CH:15]=[CH:14][N:13]=1. The yield is 0.720. (8) The reactants are Cl.[CH3:2][C:3]1([CH3:11])[CH2:7][NH:6][C@H:5]([C:8]([OH:10])=[O:9])[CH2:4]1.[CH3:12]CN(C(C)C)C(C)C. The catalyst is [Pd].C=O. The product is [CH3:12][N:6]1[CH2:7][C:3]([CH3:11])([CH3:2])[CH2:4][C@H:5]1[C:8]([OH:10])=[O:9]. The yield is 0.990. (9) The reactants are I[CH2:2][C@@H:3]([CH3:18])[CH2:4][N:5]1[C:10]2[CH:11]=[C:12]([O:15][CH3:16])[CH:13]=[CH:14][C:9]=2[O:8][CH2:7][C:6]1=[O:17].[CH2:19]([CH:23]1[CH2:29][CH:28]2[NH:30][CH:25]([CH2:26][CH2:27]2)[CH2:24]1)[CH2:20][CH2:21][CH3:22]. The catalyst is CCCCCCC.CCOC(C)=O. The product is [CH2:19]([CH:23]1[CH2:24][CH:25]2[N:30]([CH2:2][C@@H:3]([CH3:18])[CH2:4][N:5]3[C:10]4[CH:11]=[C:12]([O:15][CH3:16])[CH:13]=[CH:14][C:9]=4[O:8][CH2:7][C:6]3=[O:17])[CH:28]([CH2:27][CH2:26]2)[CH2:29]1)[CH2:20][CH2:21][CH3:22]. The yield is 0.610.